From a dataset of Forward reaction prediction with 1.9M reactions from USPTO patents (1976-2016). Predict the product of the given reaction. (1) Given the reactants [Cl:1][C:2]1[C:34]([O:35][C:36]([C:39]#[N:40])([CH3:38])[CH3:37])=[CH:33][CH:32]=[CH:31][C:3]=1[C:4]([NH:6][C:7]1[CH:12]=[C:11]([N:13]([C:15]2[N:20]=[C:19]3[S:21][C:22]([NH:24][C:25]([CH:27]4[CH2:29][CH2:28]4)=[O:26])=[N:23][C:18]3=[CH:17][CH:16]=2)[CH3:14])[CH:10]=[CH:9][C:8]=1[F:30])=[O:5].[S:41](=[O:45])(=[O:44])([OH:43])[OH:42], predict the reaction product. The product is: [S:41]([OH:45])([OH:44])(=[O:43])=[O:42].[Cl:1][C:2]1[C:34]([O:35][C:36]([C:39]#[N:40])([CH3:38])[CH3:37])=[CH:33][CH:32]=[CH:31][C:3]=1[C:4]([NH:6][C:7]1[CH:12]=[C:11]([N:13]([C:15]2[N:20]=[C:19]3[S:21][C:22]([NH:24][C:25]([CH:27]4[CH2:29][CH2:28]4)=[O:26])=[N:23][C:18]3=[CH:17][CH:16]=2)[CH3:14])[CH:10]=[CH:9][C:8]=1[F:30])=[O:5]. (2) Given the reactants [CH3:1][O:2][C:3](=[O:20])[CH2:4][CH2:5][C:6]1[CH:11]=[CH:10][C:9]([O:12][CH2:13][CH2:14][CH2:15][CH:16]([OH:18])[CH3:17])=[CH:8][C:7]=1[CH3:19].[CH3:21][S:22](Cl)(=[O:24])=[O:23], predict the reaction product. The product is: [CH3:1][O:2][C:3](=[O:20])[CH2:4][CH2:5][C:6]1[CH:11]=[CH:10][C:9]([O:12][CH2:13][CH2:14][CH2:15][CH:16]([O:18][S:22]([CH3:21])(=[O:24])=[O:23])[CH3:17])=[CH:8][C:7]=1[CH3:19]. (3) Given the reactants Cl[C:2]1[CH:3]=[C:4]([NH:11][C:12]2[CH:17]=[CH:16][CH:15]=[C:14]([N:18]3[CH2:22][CH2:21][CH2:20][CH:19]3[CH3:23])[N:13]=2)[C:5]2[N:6]([N:8]=[CH:9][N:10]=2)[CH:7]=1.[CH3:24][O:25][C:26]1[CH:35]=[C:34]([NH:36][C:37](=[O:53])[C:38]2[CH:43]=[CH:42][CH:41]=[C:40](B3OC(C)(C)C(C)(C)O3)[CH:39]=2)[CH:33]=[CH:32][C:27]=1[C:28]([O:30][CH3:31])=[O:29].CC(C1C=C(C(C)C)C(C2C=CC=CC=2P(C2CCCCC2)C2CCCCC2)=C(C(C)C)C=1)C.C(=O)([O-])[O-].[Na+].[Na+].[F-].[Cs+], predict the reaction product. The product is: [CH3:24][O:25][C:26]1[CH:35]=[C:34]([NH:36][C:37](=[O:53])[C:38]2[CH:43]=[CH:42][CH:41]=[C:40]([C:2]3[CH:3]=[C:4]([NH:11][C:12]4[CH:17]=[CH:16][CH:15]=[C:14]([N:18]5[CH2:22][CH2:21][CH2:20][CH:19]5[CH3:23])[N:13]=4)[C:5]4[N:6]([N:8]=[CH:9][N:10]=4)[CH:7]=3)[CH:39]=2)[CH:33]=[CH:32][C:27]=1[C:28]([O:30][CH3:31])=[O:29].